From a dataset of Experimentally validated miRNA-target interactions with 360,000+ pairs, plus equal number of negative samples. Binary Classification. Given a miRNA mature sequence and a target amino acid sequence, predict their likelihood of interaction. (1) The miRNA is mmu-miR-466l-3p with sequence UAUAAAUACAUGCACACAUAUU. The protein sequence of the target gene is MVVLLCLCVLLWEEAHGWGFKNGIFHNSIWLEQAAGVYHREARAGRYKLTYAEAKAVCEFEGGRLATYKQLEAARKIGFHVCAAGWMAKGRVGYPIVKPGPNCGFGKTGIIDYGIRLNRSERWDAYCYNPHAKECGGVFTDPKRIFKSPGFPNEYDDNQVCYWHIRLKYGQRIHLSFLDFDLEHDPGCLADYVEIYDSYDDVHGFVGRYCGDELPEDIISTGNVMTLKFLSDASVTAGGFQIKYVTVDPASKSSQAKNTSTTGNKKFLPGRFSHL. Result: 1 (interaction). (2) The miRNA is hsa-miR-3618 with sequence UGUCUACAUUAAUGAAAAGAGC. The protein sequence of the target gene is MSASSLLEQRPKGQGNKVQNGSVHQKDGLNDDDFEPYLSPQARPNNAYTAMSDSYLPSYYSPSIGFSYSLGEAAWSTGGDTAMPYLTSYGQLSNGEPHFLPDAMFGQPGALGSTPFLGQHGFNFFPSGIDFSAWGNNSSQGQSTQSSGYSSNYAYAPSSLGGAMIDGQSAFANETLNKAPGMNTIDQGMAALKLGSTEVASNVPKVVGSAVGSGSITSNIVASNSLPPATIAPPKPASWADIASKPAKQQPKLKTKNGIAGSSLPPPPIKHNMDIGTWDNKGPVAKAPSQALVQNIGQPT.... Result: 0 (no interaction).